From a dataset of Reaction yield outcomes from USPTO patents with 853,638 reactions. Predict the reaction yield, written as a fraction of the theoretical maximum amount of product (1.0 means a 100% yield; for example, 0.34 means a 34% yield). (1) The reactants are [Br:1][C:2]1[CH:10]=[C:9]2[C:5]([CH2:6][C:7]3([CH2:16][CH2:15][CH:14]([OH:17])[CH2:13][CH2:12]3)[C:8]2=[O:11])=[CH:4][CH:3]=1.FS([C:22]([F:27])([F:26])C(O)=O)(=O)=O.O.C(OCC)C. The catalyst is C(#N)C. The product is [Br:1][C:2]1[CH:10]=[C:9]2[C:5]([CH2:6][C:7]3([CH2:16][CH2:15][CH:14]([O:17][CH:22]([F:27])[F:26])[CH2:13][CH2:12]3)[C:8]2=[O:11])=[CH:4][CH:3]=1. The yield is 0.370. (2) The reactants are [Br:1][C:2]1[CH:3]=[CH:4][C:5]([Cl:25])=[C:6]([C:8]2[C:17]3[C:12](=[CH:13][CH:14]=[CH:15][CH:16]=3)[CH:11]=[C:10](C(NC(C)CC)=O)[N:9]=2)[CH:7]=1.[CH3:26][N:27](C)[CH:28]=[O:29].[H-].[Na+].CI. The catalyst is CS(C)=O.O. The product is [Br:1][C:2]1[CH:3]=[CH:4][C:5]([Cl:25])=[C:6]([C:8]2[C:17]3[C:12](=[CH:13][CH:14]=[CH:15][CH:16]=3)[C:11]([CH:2]([CH3:3])[CH2:7][CH3:6])=[C:10]([C:28]([NH:27][CH3:26])=[O:29])[N:9]=2)[CH:7]=1. The yield is 0.930. (3) The reactants are [CH2:1]([N:3]1[C:11]2[C:6](=[CH:7][CH:8]=[C:9]([O:12][CH3:13])[CH:10]=2)[C:5]([C:14](=[O:16])[CH3:15])=[CH:4]1)[CH3:2].[CH2:17]([N:19]1C2C(=CC=C(OC)C=2)C=C1)C.COC(OC)N(C)C.N1CCCC1.Cl.NO. The catalyst is O. The product is [CH2:1]([N:3]1[C:11]2[C:6](=[CH:7][CH:8]=[C:9]([O:12][CH3:13])[CH:10]=2)[C:5]([C:14]2[O:16][N:19]=[CH:17][CH:15]=2)=[CH:4]1)[CH3:2]. The yield is 0.660. (4) The reactants are FC(F)(F)S(O[C:7]1[CH:16]=[C:15]2[C:10]([CH:11]=[C:12]([C:17]([O:19][CH3:20])=[O:18])[N:13]=[CH:14]2)=[CH:9][CH:8]=1)(=O)=O.CC1(C)C(C)(C)OB([C:31]2[CH:36]=[CH:35][C:34]([OH:37])=[CH:33][CH:32]=2)O1.C([O-])([O-])=O.[Na+].[Na+]. The catalyst is COCCOC. The product is [OH:37][C:34]1[CH:35]=[CH:36][C:31]([C:7]2[CH:16]=[C:15]3[C:10]([CH:11]=[C:12]([C:17]([O:19][CH3:20])=[O:18])[N:13]=[CH:14]3)=[CH:9][CH:8]=2)=[CH:32][CH:33]=1. The yield is 0.620. (5) The reactants are [O:1]1[C:5]2[CH:6]=[CH:7][C:8]([C:10]3([C:13]([NH:15][C:16]4[CH:17]=[C:18]5[C:22](=[CH:23][CH:24]=4)[NH:21][CH:20]([C:25]([CH3:28])([CH3:27])[CH3:26])[CH2:19]5)=[O:14])[CH2:12][CH2:11]3)=[CH:9][C:4]=2[O:3][CH2:2]1.O=[CH:30][CH2:31][CH2:32][C:33]([OH:35])=[O:34].[BH3-]C#N.[Na+]. The catalyst is CO.CC(O)=O. The product is [O:1]1[C:5]2[CH:6]=[CH:7][C:8]([C:10]3([C:13]([NH:15][C:16]4[CH:17]=[C:18]5[C:22](=[CH:23][CH:24]=4)[N:21]([CH2:30][CH2:31][CH2:32][C:33]([OH:35])=[O:34])[CH:20]([C:25]([CH3:28])([CH3:27])[CH3:26])[CH2:19]5)=[O:14])[CH2:12][CH2:11]3)=[CH:9][C:4]=2[O:3][CH2:2]1. The yield is 0.300. (6) The reactants are N[C:2]1[CH:10]=[CH:9][CH:8]=[C:7]2[C:3]=1[CH:4]=[N:5][NH:6]2.Cl.N([O-])=O.[Na+].[I-:16].[K+]. The catalyst is O.C(OCC)(=O)C. The product is [I:16][C:2]1[CH:10]=[CH:9][CH:8]=[C:7]2[C:3]=1[CH:4]=[N:5][NH:6]2. The yield is 0.250. (7) The reactants are Br[C:2]1[CH:22]=[CH:21][C:5]([O:6][CH2:7][C@@H:8]2[CH2:13][CH2:12][C@H:11]([O:14][CH:15]3[CH2:20][CH2:19][CH2:18][CH2:17][O:16]3)[CH2:10][CH2:9]2)=[CH:4][CH:3]=1.[B:23]1([B:23]2[O:27][C:26]([CH3:29])([CH3:28])[C:25]([CH3:31])([CH3:30])[O:24]2)[O:27][C:26]([CH3:29])([CH3:28])[C:25]([CH3:31])([CH3:30])[O:24]1.C([O-])(=O)C.[K+]. The yield is 0.560. The product is [CH3:30][C:25]1([CH3:31])[C:26]([CH3:29])([CH3:28])[O:27][B:23]([C:2]2[CH:22]=[CH:21][C:5]([O:6][CH2:7][C@@H:8]3[CH2:13][CH2:12][C@H:11]([O:14][CH:15]4[CH2:20][CH2:19][CH2:18][CH2:17][O:16]4)[CH2:10][CH2:9]3)=[CH:4][CH:3]=2)[O:24]1. The catalyst is O1CCOCC1.Cl[Pd]Cl.C1(P(C2C=CC=CC=2)[C-]2C=CC=C2)C=CC=CC=1.[C-]1(P(C2C=CC=CC=2)C2C=CC=CC=2)C=CC=C1.[Fe+2].